From a dataset of Full USPTO retrosynthesis dataset with 1.9M reactions from patents (1976-2016). Predict the reactants needed to synthesize the given product. Given the product [CH2:1]([O:8][C:9]1[CH:17]=[CH:16][C:12]([C:13]([Cl:28])=[O:14])=[C:11]([Cl:18])[CH:10]=1)[C:2]1[CH:7]=[CH:6][CH:5]=[CH:4][CH:3]=1, predict the reactants needed to synthesize it. The reactants are: [CH2:1]([O:8][C:9]1[CH:17]=[CH:16][C:12]([C:13](O)=[O:14])=[C:11]([Cl:18])[CH:10]=1)[C:2]1[CH:7]=[CH:6][CH:5]=[CH:4][CH:3]=1.CN1CCCC1=O.S(Cl)([Cl:28])=O.